This data is from Catalyst prediction with 721,799 reactions and 888 catalyst types from USPTO. The task is: Predict which catalyst facilitates the given reaction. (1) Reactant: [O:1]1[CH:5]=[CH:4][CH:3]=[C:2]1[CH2:6][O:7][CH2:8][CH2:9][CH2:10][CH2:11][CH2:12][CH2:13][CH2:14][CH2:15][CH2:16][CH2:17][CH2:18][OH:19].[O:20]=[C:21]1[CH:25]=[CH:24][C:23](=[O:26])[N:22]1[CH2:27][CH2:28][CH2:29][O:30][C:31](=[O:35])[C:32]([CH3:34])=[CH2:33]. Product: [O:26]=[C:23]1[N:22]([CH2:27][CH2:28][CH2:29][O:30][C:31](=[O:35])[C:32]([CH3:34])=[CH2:33])[C:21](=[O:20])[CH:25]2[CH:24]1[C:2]1([CH2:6][O:7][CH2:8][CH2:9][CH2:10][CH2:11][CH2:12][CH2:13][CH2:14][CH2:15][CH2:16][CH2:17][CH2:18][OH:19])[O:1][CH:5]2[CH:4]=[CH:3]1. The catalyst class is: 11. (2) Reactant: C(=O)([O-])[O-].[K+].[K+].Cl[C:8]1[C:17]2[C:12](=[CH:13][CH:14]=[CH:15][CH:16]=2)[C:11]([Cl:18])=[N:10][N:9]=1.[NH:19]1[CH2:24][CH2:23][CH2:22][CH:21]([OH:25])[CH2:20]1. Product: [Cl:18][C:11]1[C:12]2[C:17](=[CH:16][CH:15]=[CH:14][CH:13]=2)[C:8]([N:19]2[CH2:24][CH2:23][CH2:22][CH:21]([OH:25])[CH2:20]2)=[N:9][N:10]=1. The catalyst class is: 16. (3) The catalyst class is: 10. Reactant: [NH2:1][C:2]1[CH:7]=[CH:6][N:5]=[CH:4][CH:3]=1.CCN(C(C)C)C(C)C.[CH2:17]([O:24][C:25]([NH:27][CH2:28][C:29]([C:31]1[CH:39]=[CH:38][C:34]([C:35](Cl)=[O:36])=[CH:33][CH:32]=1)=[O:30])=[O:26])[C:18]1[CH:23]=[CH:22][CH:21]=[CH:20][CH:19]=1. Product: [CH2:17]([O:24][C:25](=[O:26])[NH:27][CH2:28][C:29](=[O:30])[C:31]1[CH:32]=[CH:33][C:34]([C:35](=[O:36])[NH:1][C:2]2[CH:7]=[CH:6][N:5]=[CH:4][CH:3]=2)=[CH:38][CH:39]=1)[C:18]1[CH:23]=[CH:22][CH:21]=[CH:20][CH:19]=1. (4) Reactant: [H-].[Na+].[CH2:3]([OH:7])[C:4]#[C:5][CH3:6].[Cl:8][C:9]1[C:14]([F:15])=[C:13](Cl)[N:12]=[CH:11][N:10]=1.[Cl-].[NH4+]. Product: [Cl:8][C:9]1[C:14]([F:15])=[C:13]([O:7][CH2:3][C:4]#[C:5][CH3:6])[N:12]=[CH:11][N:10]=1. The catalyst class is: 7. (5) Reactant: [Cl:1][C:2]1[CH:3]=[C:4]([CH:29]=[C:30]([C:32]([F:35])([F:34])[F:33])[CH:31]=1)[CH2:5][N:6]([C:23]1[N:24]=[N:25][N:26]([CH3:28])[N:27]=1)[C@H:7]1[CH2:13][CH2:12][CH2:11][NH:10][C:9]2[CH:14]=[C:15]([C:19]([F:22])([F:21])[F:20])[C:16]([CH3:18])=[CH:17][C:8]1=2.[Br:36]N1C(=O)CCC1=O. Product: [Br:36][C:14]1[C:9]2[NH:10][CH2:11][CH2:12][CH2:13][C@H:7]([N:6]([CH2:5][C:4]3[CH:29]=[C:30]([C:32]([F:35])([F:33])[F:34])[CH:31]=[C:2]([Cl:1])[CH:3]=3)[C:23]3[N:24]=[N:25][N:26]([CH3:28])[N:27]=3)[C:8]=2[CH:17]=[C:16]([CH3:18])[C:15]=1[C:19]([F:20])([F:21])[F:22]. The catalyst class is: 15. (6) Reactant: [CH3:1][C:2]1[CH:6]=[CH:5][O:4][C:3]=1[C:7]([OH:9])=O.C(N(CC)C(C)C)(C)C.F[P-](F)(F)(F)(F)F.N1(O[P+](N(C)C)(N(C)C)N(C)C)C2C=CC=CC=2N=N1.[NH2:46][C:47]1[CH:48]=[C:49]([CH:53]2[CH2:67][N:57]3[C:58](=[O:66])[NH:59][C:60]4[CH:61]=[CH:62][CH:63]=[CH:64][C:65]=4[C:56]3=[N:55][CH2:54]2)[CH:50]=[CH:51][CH:52]=1. Product: [CH3:1][C:2]1[CH:6]=[CH:5][O:4][C:3]=1[C:7]([NH:46][C:47]1[CH:52]=[CH:51][CH:50]=[C:49]([CH:53]2[CH2:67][N:57]3[C:58](=[O:66])[NH:59][C:60]4[CH:61]=[CH:62][CH:63]=[CH:64][C:65]=4[C:56]3=[N:55][CH2:54]2)[CH:48]=1)=[O:9]. The catalyst class is: 3. (7) Reactant: Cl.[Cl:2][C:3]1[CH:8]=[CH:7][CH:6]=[CH:5][C:4]=1[N:9]1[CH:13]=[N:12][N:11]=[C:10]1[C:14]1[S:28][C:17]2[C:18]3[CH:26]=[CH:25][C:24]([NH2:27])=[CH:23][C:19]=3[O:20][CH2:21][CH2:22][C:16]=2[CH:15]=1.Cl[C:30]([O:32][CH3:33])=[O:31]. Product: [Cl:2][C:3]1[CH:8]=[CH:7][CH:6]=[CH:5][C:4]=1[N:9]1[CH:13]=[N:12][N:11]=[C:10]1[C:14]1[S:28][C:17]2[C:18]3[CH:26]=[CH:25][C:24]([NH:27][C:30](=[O:31])[O:32][CH3:33])=[CH:23][C:19]=3[O:20][CH2:21][CH2:22][C:16]=2[CH:15]=1. The catalyst class is: 2.